Predict the product of the given reaction. From a dataset of Forward reaction prediction with 1.9M reactions from USPTO patents (1976-2016). (1) Given the reactants [Cl:1][C:2]1[CH:17]=[CH:16][C:5]([CH2:6][NH:7][C:8](=[O:15])[NH:9][O:10][CH2:11][C:12]([OH:14])=O)=[CH:4][CH:3]=1.[NH2:18][C@@H:19]([CH3:43])[C:20]([N:22]([C@@H:34]([CH3:42])[CH:35]([O:39][CH2:40][CH3:41])[O:36][CH2:37][CH3:38])[CH2:23][C:24]1[CH:25]=[CH:26][CH:27]=[C:28]2[C:33]=1[N:32]=[CH:31][CH:30]=[CH:29]2)=[O:21], predict the reaction product. The product is: [Cl:1][C:2]1[CH:3]=[CH:4][C:5]([CH2:6][NH:7][C:8]([NH:9][O:10][CH2:11][C:12]([NH:18][C@@H:19]([CH3:43])[C:20]([N:22]([C@@H:34]([CH3:42])[CH:35]([O:39][CH2:40][CH3:41])[O:36][CH2:37][CH3:38])[CH2:23][C:24]2[CH:25]=[CH:26][CH:27]=[C:28]3[C:33]=2[N:32]=[CH:31][CH:30]=[CH:29]3)=[O:21])=[O:14])=[O:15])=[CH:16][CH:17]=1. (2) Given the reactants Cl[C:2]1[N:7]=[C:6]([CH3:8])[CH:5]=[CH:4][N:3]=1.[F-].[K+].C1OCCOCCOCCOCCOCCOC1.[C:29]([N:32]1[C:41]2[C:36](=[CH:37][C:38]([C:42]3[CH2:47][CH2:46][N:45]([C:48]([O:50][C:51]([CH3:54])([CH3:53])[CH3:52])=[O:49])[CH2:44][CH:43]=3)=[CH:39][CH:40]=2)[C@H:35]([NH2:55])[C@@H:34]([CH3:56])[C@@H:33]1[CH3:57])(=[O:31])[CH3:30].CCN(C(C)C)C(C)C, predict the reaction product. The product is: [C:29]([N:32]1[C:41]2[C:36](=[CH:37][C:38]([C:42]3[CH2:47][CH2:46][N:45]([C:48]([O:50][C:51]([CH3:54])([CH3:53])[CH3:52])=[O:49])[CH2:44][CH:43]=3)=[CH:39][CH:40]=2)[C@H:35]([NH:55][C:2]2[N:7]=[C:6]([CH3:8])[CH:5]=[CH:4][N:3]=2)[C@@H:34]([CH3:56])[C@@H:33]1[CH3:57])(=[O:31])[CH3:30].